This data is from Rat liver microsome stability data. The task is: Regression/Classification. Given a drug SMILES string, predict its absorption, distribution, metabolism, or excretion properties. Task type varies by dataset: regression for continuous measurements (e.g., permeability, clearance, half-life) or binary classification for categorical outcomes (e.g., BBB penetration, CYP inhibition). Dataset: rlm. (1) The drug is Cc1cn2c(N)c(Cl)cc(C(=O)NCC3CCN(CC(C)C)CC3)c2n1. The result is 0 (unstable in rat liver microsomes). (2) The drug is O=C(NCc1ccc(Cl)cc1Cl)N1CCC(Oc2ccc(OC(F)(F)F)cc2)CC1. The result is 0 (unstable in rat liver microsomes). (3) The molecule is CC[C@H]1CN2CCc3cc(OC)c(OC)cc3[C@@H]2C[C@@H]1C[C@H]1NCCc2cc(OC)c(OC)cc21. The result is 0 (unstable in rat liver microsomes).